Dataset: Reaction yield outcomes from USPTO patents with 853,638 reactions. Task: Predict the reaction yield, written as a fraction of the theoretical maximum amount of product (1.0 means a 100% yield; for example, 0.34 means a 34% yield). (1) The reactants are Cl[CH2:2][CH2:3][O:4][C:5]1[CH:14]=[C:13]2[C:8]([C:9]([NH:15][C:16]3[CH:21]=[CH:20][C:19]([O:22][CH2:23][C:24]4[CH:29]=[CH:28][CH:27]=[C:26]([F:30])[CH:25]=4)=[C:18]([Cl:31])[CH:17]=3)=[N:10][CH:11]=[N:12]2)=[C:7]([O:32][CH:33]2[CH2:37][CH2:36][O:35][CH2:34]2)[CH:6]=1.[NH:38]1[CH2:43][CH2:42][O:41][CH2:40][CH2:39]1. No catalyst specified. The product is [Cl:31][C:18]1[CH:17]=[C:16]([CH:21]=[CH:20][C:19]=1[O:22][CH2:23][C:24]1[CH:29]=[CH:28][CH:27]=[C:26]([F:30])[CH:25]=1)[NH:15][C:9]1[C:8]2[C:13](=[CH:14][C:5]([O:4][CH2:3][CH2:2][N:38]3[CH2:43][CH2:42][O:41][CH2:40][CH2:39]3)=[CH:6][C:7]=2[O:32][CH:33]2[CH2:37][CH2:36][O:35][CH2:34]2)[N:12]=[CH:11][N:10]=1. The yield is 0.330. (2) The reactants are Br[C:2]1[N:7]=[C:6]([CH2:8][NH:9][C:10]([C@H:12]2[N:16]([C:17]([O:19][C:20]([CH3:23])([CH3:22])[CH3:21])=[O:18])[C@@H:15]([CH3:24])[C@H:14]([F:25])[CH2:13]2)=[O:11])[CH:5]=[C:4]([C:26]2[CH:27]=[N:28][C:29]([C:32]([F:35])([F:34])[F:33])=[N:30][CH:31]=2)[C:3]=1[F:36].[CH:37]1(B(O)O)[CH2:39][CH2:38]1.COC1C=CC=C(OC)C=1C1C=CC=CC=1P(C1CCCCC1)C1CCCCC1.[O-]P([O-])([O-])=O.[K+].[K+].[K+]. The catalyst is C(OCC)(=O)C.O.C1(C)C=CC=CC=1. The product is [CH:37]1([C:2]2[N:7]=[C:6]([CH2:8][NH:9][C:10]([C@H:12]3[N:16]([C:17]([O:19][C:20]([CH3:23])([CH3:22])[CH3:21])=[O:18])[C@@H:15]([CH3:24])[C@H:14]([F:25])[CH2:13]3)=[O:11])[CH:5]=[C:4]([C:26]3[CH:27]=[N:28][C:29]([C:32]([F:35])([F:34])[F:33])=[N:30][CH:31]=3)[C:3]=2[F:36])[CH2:39][CH2:38]1. The yield is 0.750. (3) The reactants are Cl.[CH2:2]([O:9][C:10](=[O:16])[C@H:11]1[CH2:15][CH2:14][CH2:13][NH:12]1)[C:3]1[CH:8]=[CH:7][CH:6]=[CH:5][CH:4]=1.[CH3:17][CH:18]([CH2:22][CH:23]([CH3:27])[C:24]([OH:26])=O)[C:19]([OH:21])=O. The catalyst is CCOC(C)=O. The product is [CH2:2]([O:9][C:10]([C@H:11]1[CH2:15][CH2:14][CH2:13][N:12]1[C:19](=[O:21])[CH:18]([CH3:17])[CH2:22][CH:23]([CH3:27])[C:24]([N:12]1[CH2:13][CH2:14][CH2:15][C@@H:11]1[CH2:10][O:9][CH2:2][C:3]1[CH:8]=[CH:7][CH:6]=[CH:5][CH:4]=1)=[O:26])=[O:16])[C:3]1[CH:4]=[CH:5][CH:6]=[CH:7][CH:8]=1. The yield is 0.640. (4) The reactants are Cl[C:2](Cl)(Cl)[C:3](=N)[O:4][CH:5]1[O:30][C@H:29]([CH2:31][O:32][CH2:33][C:34]2[CH:39]=[CH:38][CH:37]=[CH:36][CH:35]=2)[C@@H:15]([O:16][P:17]2(=[O:28])[O:23][CH2:22][C:21]3[CH:24]=[CH:25][CH:26]=[CH:27][C:20]=3[CH2:19][O:18]2)[C@H:7]([O:8][C:9]([O:11][CH2:12][CH:13]=[CH2:14])=[O:10])[C@H:6]1[NH:40][C:41]([O:43][CH2:44][CH:45]1[C:57]2[CH:56]=[CH:55][CH:54]=[CH:53][C:52]=2[C:51]2[C:46]1=[CH:47][CH:48]=[CH:49][CH:50]=2)=[O:42].[N:61]([C@@H:64]1[C@@H:77]([OH:78])[C@H:76]([O:79][CH2:80][C:81]2[CH:86]=[CH:85][CH:84]=[CH:83][CH:82]=2)[C@@H](CO)[O:74][C@H:65]1[O:66][Si:67]([C:70]([CH3:73])([CH3:72])[CH3:71])([CH3:69])[CH3:68])=[N+:62]=[N-:63]. The catalyst is C(Cl)Cl.[Si](OS(C(F)(F)F)(=O)=O)(C)(C)C. The product is [CH2:12]([O:11][C:9]([O:8][C@H:7]1[C@H:15]([O:16][P:17]2(=[O:28])[O:18][CH2:19][C:24]3[CH:25]=[CH:26][CH:27]=[CH:20][C:21]=3[CH2:22][O:23]2)[C@@H:29]([CH2:31][O:32][CH2:33][C:34]2[CH:35]=[CH:36][CH:37]=[CH:38][CH:39]=2)[O:30][C@@H:5]([O:4][CH2:3][C@H:2]2[O:74][C@@H:65]([O:66][Si:67]([C:70]([CH3:73])([CH3:72])[CH3:71])([CH3:69])[CH3:68])[C@H:64]([N:61]=[N+:62]=[N-:63])[C@@H:77]([OH:78])[C@@H:76]2[O:79][CH2:80][C:81]2[CH:82]=[CH:83][CH:84]=[CH:85][CH:86]=2)[C@@H:6]1[NH:40][C:41]([O:43][CH2:44][CH:45]1[C:57]2[CH:56]=[CH:55][CH:54]=[CH:53][C:52]=2[C:51]2[C:46]1=[CH:47][CH:48]=[CH:49][CH:50]=2)=[O:42])=[O:10])[CH:13]=[CH2:14]. The yield is 0.790. (5) The reactants are [F:1][C:2]1[C:7]([F:8])=[C:6]([OH:9])[CH:5]=[CH:4][C:3]=1[CH2:10][N:11]1[C:19](=[O:20])[C:18]([C:21]([NH:23][C:24]2[CH:29]=[CH:28][C:27]([C:30]([F:33])([F:32])[F:31])=[CH:26][C:25]=2[C:34]2[CH:39]=[C:38]([C:40]([F:43])([F:42])[F:41])[N:37]=[CH:36][N:35]=2)=[O:22])=[C:17]([OH:44])[C:13]2([CH2:16][CH2:15][CH2:14]2)[N:12]1[CH3:45].CC1C=CC(S(O[CH:57]2[CH2:60][O:59][CH2:58]2)(=O)=O)=CC=1.C(=O)([O-])[O-].[Cs+].[Cs+]. The catalyst is C(#N)C.CN(C)C=O.O. The product is [F:1][C:2]1[C:7]([F:8])=[C:6]([O:9][CH:57]2[CH2:60][O:59][CH2:58]2)[CH:5]=[CH:4][C:3]=1[CH2:10][N:11]1[C:19](=[O:20])[C:18]([C:21]([NH:23][C:24]2[CH:29]=[CH:28][C:27]([C:30]([F:32])([F:31])[F:33])=[CH:26][C:25]=2[C:34]2[CH:39]=[C:38]([C:40]([F:41])([F:42])[F:43])[N:37]=[CH:36][N:35]=2)=[O:22])=[C:17]([OH:44])[C:13]2([CH2:14][CH2:15][CH2:16]2)[N:12]1[CH3:45]. The yield is 0.650. (6) The reactants are [CH3:1][C:2]1[C:7]([CH:8]([CH2:13][CH2:14][CH3:15])[C:9]([O:11]C)=[O:10])=[C:6]([C:16]2[CH:21]=[CH:20][C:19]([CH3:22])=[CH:18][CH:17]=2)[N:5]=[C:4]([C:23]2[CH:28]=[CH:27][CH:26]=[CH:25][CH:24]=2)[N:3]=1.[OH-].[Na+]. The catalyst is O1CCCC1. The product is [CH3:1][C:2]1[C:7]([CH:8]([CH2:13][CH2:14][CH3:15])[C:9]([OH:11])=[O:10])=[C:6]([C:16]2[CH:17]=[CH:18][C:19]([CH3:22])=[CH:20][CH:21]=2)[N:5]=[C:4]([C:23]2[CH:24]=[CH:25][CH:26]=[CH:27][CH:28]=2)[N:3]=1. The yield is 0.400. (7) The reactants are [Cl:1][C:2]1[CH:3]=[C:4]([N:9]2[C:13]3[C:14](=[O:25])[N:15]([C:18]4[CH:23]=[CH:22][C:21](I)=[CH:20][CH:19]=4)[CH2:16][CH2:17][C:12]=3[C:11]([C:26]([F:29])([F:28])[F:27])=[N:10]2)[CH:5]=[CH:6][C:7]=1[F:8].[C:30]1(=[O:36])[NH:35][CH2:34][CH2:33][CH2:32][CH2:31]1.NC1CCCCC1N.[O-]P([O-])([O-])=O.[K+].[K+].[K+]. The catalyst is [Cu]I.C(OC(=O)C)C.O1CCOCC1. The product is [Cl:1][C:2]1[CH:3]=[C:4]([N:9]2[C:13]3[C:14](=[O:25])[N:15]([C:18]4[CH:23]=[CH:22][C:21]([N:35]5[CH2:34][CH2:33][CH2:32][CH2:31][C:30]5=[O:36])=[CH:20][CH:19]=4)[CH2:16][CH2:17][C:12]=3[C:11]([C:26]([F:29])([F:28])[F:27])=[N:10]2)[CH:5]=[CH:6][C:7]=1[F:8]. The yield is 0.800.